Dataset: Catalyst prediction with 721,799 reactions and 888 catalyst types from USPTO. Task: Predict which catalyst facilitates the given reaction. (1) Reactant: [S:1]1[CH:5]=[CH:4][N:3]=[C:2]1[N:6]1[CH2:11][CH2:10][O:9][CH2:8][CH2:7]1.[F:12][C:13]([F:24])([F:23])[C:14](O[C:14](=[O:15])[C:13]([F:24])([F:23])[F:12])=[O:15].C(=O)(O)[O-].[Na+]. Product: [F:12][C:13]([F:24])([F:23])[C:14]([C:5]1[S:1][C:2]([N:6]2[CH2:7][CH2:8][O:9][CH2:10][CH2:11]2)=[N:3][CH:4]=1)=[O:15]. The catalyst class is: 2. (2) Reactant: [C:1]([C:3]1[CH:4]=[C:5]([NH:9][C:10]2[N:18]=[CH:17][C:16]([F:19])=[CH:15][C:11]=2[C:12]([OH:14])=O)[CH:6]=[CH:7][CH:8]=1)#[N:2].Cl.[NH2:21][C:22]([CH3:27])([CH2:25][CH3:26])[C:23]#[CH:24].C1C=CC2N(O)N=NC=2C=1.CCN=C=NCCCN(C)C.CCN(C(C)C)C(C)C. Product: [C:1]([C:3]1[CH:4]=[C:5]([NH:9][C:10]2[N:18]=[CH:17][C:16]([F:19])=[CH:15][C:11]=2[C:12]([NH:21][C:22]([CH3:27])([CH2:25][CH3:26])[C:23]#[CH:24])=[O:14])[CH:6]=[CH:7][CH:8]=1)#[N:2]. The catalyst class is: 2. (3) Reactant: [C:1]([O:5][C:6]([N:8]1[CH2:13][CH2:12][N:11]([C:14]2[C:19]([CH3:20])=[CH:18][C:17](Br)=[CH:16][N:15]=2)[CH2:10][CH2:9]1)=[O:7])([CH3:4])([CH3:3])[CH3:2].[CH:53]1(P([CH:49]2[CH2:54][CH2:53][CH2:52][CH2:51]C2)C2C=CC=CC=2C2C(OC(C)C)=CC=CC=2OC(C)C)[CH2:54][CH2:49]C[CH2:51][CH2:52]1.P([O-])([O-])([O-])=O.[K+].[K+].[K+].C1(B(O)O)CCCC1. Product: [C:1]([O:5][C:6]([N:8]1[CH2:13][CH2:12][N:11]([C:14]2[C:19]([CH3:20])=[CH:18][C:17]([CH:51]3[CH2:52][CH2:53][CH2:54][CH2:49]3)=[CH:16][N:15]=2)[CH2:10][CH2:9]1)=[O:7])([CH3:4])([CH3:3])[CH3:2]. The catalyst class is: 706. (4) Reactant: C([N:5]([C:15]1[N:16]([C:24]2[CH:29]=[CH:28][C:27]([Cl:30])=[CH:26][CH:25]=2)[N:17]=[C:18]2[C:23]=1[CH:22]=[CH:21][CH:20]=[CH:19]2)C(NC1CCCCC1)=O)CCC.[C:31]1(N)[CH:36]=[CH:35][CH:34]=[CH:33][CH:32]=1. Product: [Cl:30][C:27]1[CH:28]=[CH:29][C:24]([N:16]2[C:15]([NH:5][C:31]3[CH:36]=[CH:35][CH:34]=[CH:33][CH:32]=3)=[C:23]3[C:18]([CH:19]=[CH:20][CH:21]=[CH:22]3)=[N:17]2)=[CH:25][CH:26]=1. The catalyst class is: 60. (5) Reactant: [C:1]([N:8]1[CH2:13][CH2:12][NH:11][CH2:10][CH2:9]1)([O:3][C:4]([CH3:7])([CH3:6])[CH3:5])=[O:2].[OH-].[Na+].[Cl:16][C:17]1[CH:25]=[CH:24][C:20]([C:21](Cl)=[O:22])=[CH:19][N:18]=1. Product: [Cl:16][C:17]1[N:18]=[CH:19][C:20]([C:21]([N:11]2[CH2:10][CH2:9][N:8]([C:1]([O:3][C:4]([CH3:7])([CH3:6])[CH3:5])=[O:2])[CH2:13][CH2:12]2)=[O:22])=[CH:24][CH:25]=1. The catalyst class is: 1. (6) Reactant: [OH:1][C:2]([CH:4]([C:6]1[CH:15]=[CH:14][C:9]([CH2:10][CH:11]([CH3:13])[CH3:12])=[CH:8][CH:7]=1)[CH3:5])=[O:3].[CH3:16][N:17]1[C@@H:34]2[CH2:35][C:22]3[CH:23]=[CH:24][C:25]([O:37][CH3:38])=[C:26]4[O:27][C@H:28]5[C:29]([CH2:31][CH2:32][C@:33]2([OH:36])[C@:20]5([C:21]=34)[CH2:19][CH2:18]1)=[O:30].Cl.C=CN1C(=O)CCC1. Product: [CH3:16][N:17]1[C@@H:34]2[CH2:35][C:22]3[CH:23]=[CH:24][C:25]([O:37][CH3:38])=[C:26]4[O:27][C@H:28]5[C:29]([CH2:31][CH2:32][C@:33]2([OH:36])[C@:20]5([C:21]=34)[CH2:19][CH2:18]1)=[O:30].[OH:3][C:2]([CH:4]([C:6]1[CH:7]=[CH:8][C:9]([CH2:10][CH:11]([CH3:12])[CH3:13])=[CH:14][CH:15]=1)[CH3:5])=[O:1]. The catalyst class is: 6. (7) Reactant: [C:1]([C:3]1[CH:4]=[C:5]([CH:29]([CH3:31])[CH3:30])[C:6]2[O:10][C:9]([C:11]3[CH:27]=[CH:26][C:14]([C:15]([NH:17][CH2:18][CH:19]4[CH2:24][CH2:23][C:22](=[O:25])[CH2:21][CH2:20]4)=[O:16])=[CH:13][CH:12]=3)=[N:8][C:7]=2[CH:28]=1)#[N:2].N1C(C)=CC=CC=1C.[F:40][C:41]([F:54])([F:53])[S:42](O[S:42]([C:41]([F:54])([F:53])[F:40])(=[O:44])=[O:43])(=[O:44])=[O:43]. Product: [F:40][C:41]([F:54])([F:53])[S:42]([O:25][C:22]1[CH2:21][CH2:20][CH:19]([CH2:18][NH:17][C:15](=[O:16])[C:14]2[CH:26]=[CH:27][C:11]([C:9]3[O:10][C:6]4[C:5]([CH:29]([CH3:31])[CH3:30])=[CH:4][C:3]([C:1]#[N:2])=[CH:28][C:7]=4[N:8]=3)=[CH:12][CH:13]=2)[CH2:24][CH:23]=1)(=[O:44])=[O:43]. The catalyst class is: 4. (8) Product: [Br:16][C:10]1[CH:11]=[CH:12][C:7]([NH:6][CH3:5])=[C:8]([N+:13]([O-:15])=[O:14])[CH:9]=1. Reactant: C(O)(=O)C.[CH3:5][NH:6][C:7]1[CH:12]=[CH:11][CH:10]=[CH:9][C:8]=1[N+:13]([O-:15])=[O:14].[Br:16]N1C(=O)CCC1=O. The catalyst class is: 6. (9) Reactant: [C:1]1([C:7]2[CH:8]=[CH:9][C:10]3[NH:11][C:12]4[C:17]([C:18]=3[CH:19]=2)=[CH:16][C:15]([C:20]2[CH:25]=[CH:24][CH:23]=[CH:22][CH:21]=2)=[CH:14][CH:13]=4)[CH:6]=[CH:5][CH:4]=[CH:3][CH:2]=1.[H-].[Na+].[Cl:28][C:29]1[N:34]=[C:33](Cl)[N:32]=[C:31]([C:36]2[CH:41]=[CH:40][CH:39]=[CH:38][CH:37]=2)[N:30]=1. Product: [Cl:28][C:29]1[N:30]=[C:31]([C:36]2[CH:41]=[CH:40][CH:39]=[CH:38][CH:37]=2)[N:32]=[C:33]([N:11]2[C:12]3[CH:13]=[CH:14][C:15]([C:20]4[CH:21]=[CH:22][CH:23]=[CH:24][CH:25]=4)=[CH:16][C:17]=3[C:18]3[C:10]2=[CH:9][CH:8]=[C:7]([C:1]2[CH:6]=[CH:5][CH:4]=[CH:3][CH:2]=2)[CH:19]=3)[N:34]=1. The catalyst class is: 1.